From a dataset of Peptide-MHC class II binding affinity with 134,281 pairs from IEDB. Regression. Given a peptide amino acid sequence and an MHC pseudo amino acid sequence, predict their binding affinity value. This is MHC class II binding data. (1) The peptide sequence is VGINTRNMTMSMSMI. The MHC is DRB3_0202 with pseudo-sequence DRB3_0202. The binding affinity (normalized) is 0.610. (2) The binding affinity (normalized) is 0.468. The MHC is DRB1_1302 with pseudo-sequence DRB1_1302. The peptide sequence is SPKGISRMSMAMGTM.